This data is from Forward reaction prediction with 1.9M reactions from USPTO patents (1976-2016). The task is: Predict the product of the given reaction. The product is: [Cl:1][C:2]1[C:7]2[CH:8]=[C:9]3[N:10]([C:6]=2[CH:5]=[CH:4][N:3]=1)[CH2:23][CH:22]([C:21]([O:25][CH3:26])=[O:24])[C:11]3=[O:13]. Given the reactants [Cl:1][C:2]1[C:7]2[CH:8]=[C:9]([C:11]([O:13]C)=O)[NH:10][C:6]=2[CH:5]=[CH:4][N:3]=1.CC(C)([O-])C.[K+].[C:21]([O:25][CH3:26])(=[O:24])[CH:22]=[CH2:23].[NH4+].[Cl-], predict the reaction product.